Task: Predict the product of the given reaction.. Dataset: Forward reaction prediction with 1.9M reactions from USPTO patents (1976-2016) (1) Given the reactants [C:1]([C:3]1[CH:23]=[C:22](B2OC(C)(C)C(C)(C)O2)[CH:21]=[CH:20][C:4]=1[O:5][C@H:6]1[CH2:11][CH2:10][N:9]([C:12]([O:14][C:15]([CH3:18])([CH3:17])[CH3:16])=[O:13])[CH2:8][C@H:7]1[F:19])#[N:2].Cl[C:34]1[N:39]=[CH:38][N:37]=[C:36]([NH:40][C:41]2[CH:46]=[CH:45][C:44]([CH:47]3[CH2:52][CH2:51][N:50]([CH:53]=[O:54])[CH2:49][CH2:48]3)=[C:43]([CH3:55])[CH:42]=2)[N:35]=1.C(=O)([O-])[O-].[K+].[K+].O, predict the reaction product. The product is: [C:1]([C:3]1[CH:23]=[C:22]([C:34]2[N:35]=[C:36]([NH:40][C:41]3[CH:46]=[CH:45][C:44]([CH:47]4[CH2:48][CH2:49][N:50]([CH:53]=[O:54])[CH2:51][CH2:52]4)=[C:43]([CH3:55])[CH:42]=3)[N:37]=[CH:38][N:39]=2)[CH:21]=[CH:20][C:4]=1[O:5][C@H:6]1[CH2:11][CH2:10][N:9]([C:12]([O:14][C:15]([CH3:17])([CH3:18])[CH3:16])=[O:13])[CH2:8][C@H:7]1[F:19])#[N:2]. (2) Given the reactants [CH3:1][O:2][C:3]1[CH:8]=[C:7]([N+:9]([O-:11])=[O:10])[CH:6]=[CH:5][C:4]=1[N:12]1[CH2:16][CH2:15][C@@H:14]([OH:17])[CH2:13]1.Cl[Si:19]([CH:26]([CH3:28])[CH3:27])([CH:23]([CH3:25])[CH3:24])[CH:20]([CH3:22])[CH3:21], predict the reaction product. The product is: [CH3:1][O:2][C:3]1[CH:8]=[C:7]([N+:9]([O-:11])=[O:10])[CH:6]=[CH:5][C:4]=1[N:12]1[CH2:16][CH2:15][C@@H:14]([O:17][Si:19]([CH:26]([CH3:28])[CH3:27])([CH:23]([CH3:25])[CH3:24])[CH:20]([CH3:22])[CH3:21])[CH2:13]1. (3) The product is: [CH2:1]([C:3](=[CH:6][CH2:7][C@H:8]1[CH2:12][CH:11]=[C:10]([CH3:13])[C:9]1([CH3:14])[CH3:15])[CH2:4][OH:5])[CH3:2]. Given the reactants [CH2:1]([C:3](=[CH:6][CH2:7][C@H:8]1[CH2:12][CH:11]=[C:10]([CH3:13])[C:9]1([CH3:15])[CH3:14])[CH:4]=[O:5])[CH3:2].C(O)(=O)C1C=CC=CC=1, predict the reaction product. (4) Given the reactants [CH:1]1([CH2:4][O:5][C:6]2[CH:11]=[C:10]([O:12][CH2:13][CH2:14][O:15][CH3:16])[CH:9]=[CH:8][C:7]=2/[CH:17]=[CH:18]/[C:19]([OH:21])=O)[CH2:3][CH2:2]1.C1CCN2C(=NCCC2)CC1.[CH2:33]([S:38]([NH2:41])(=[O:40])=[O:39])[CH2:34][CH2:35][CH2:36][CH3:37].O, predict the reaction product. The product is: [CH:1]1([CH2:4][O:5][C:6]2[CH:11]=[C:10]([O:12][CH2:13][CH2:14][O:15][CH3:16])[CH:9]=[CH:8][C:7]=2/[CH:17]=[CH:18]/[C:19]([NH:41][S:38]([CH2:33][CH2:34][CH2:35][CH2:36][CH3:37])(=[O:40])=[O:39])=[O:21])[CH2:2][CH2:3]1.